From a dataset of Catalyst prediction with 721,799 reactions and 888 catalyst types from USPTO. Predict which catalyst facilitates the given reaction. (1) Reactant: Cl.[NH2:2][CH2:3][CH2:4][NH:5][C:6](=[O:14])[C:7]1[CH:12]=[CH:11][CH:10]=[CH:9][C:8]=1[Cl:13].C(N(CC)CC)C.[CH3:22][S:23](Cl)(=[O:25])=[O:24]. Product: [Cl:13][C:8]1[CH:9]=[CH:10][CH:11]=[CH:12][C:7]=1[C:6]([NH:5][CH2:4][CH2:3][NH:2][S:23]([CH3:22])(=[O:25])=[O:24])=[O:14]. The catalyst class is: 4. (2) Reactant: [F:1][C:2]1[C:3]([C:10]([O-])=[O:11])=[N:4][CH:5]=[C:6]([O:8][CH3:9])[CH:7]=1.C1(C)C=CC=CC=1.C1COCC1.CC(C[AlH]CC(C)C)C. Product: [F:1][C:2]1[C:3]([CH2:10][OH:11])=[N:4][CH:5]=[C:6]([O:8][CH3:9])[CH:7]=1. The catalyst class is: 657.